Dataset: Forward reaction prediction with 1.9M reactions from USPTO patents (1976-2016). Task: Predict the product of the given reaction. (1) Given the reactants [CH3:1][O-:2].[Na+].[C:4]1([N:10]2[C:14]3=[N:15][CH:16]=[N:17][C:18]([NH:19][N:20]=[CH:21][C:22]4[CH:27]=[CH:26][N:25]=[C:24](Cl)[CH:23]=4)=[C:13]3[CH:12]=[N:11]2)[CH:9]=[CH:8][CH:7]=[CH:6][CH:5]=1.O, predict the reaction product. The product is: [C:4]1([N:10]2[C:14]3=[N:15][CH:16]=[N:17][C:18]([NH:19][N:20]=[CH:21][C:22]4[CH:27]=[CH:26][N:25]=[C:24]([O:2][CH3:1])[CH:23]=4)=[C:13]3[CH:12]=[N:11]2)[CH:9]=[CH:8][CH:7]=[CH:6][CH:5]=1. (2) The product is: [F:2][C:3]1[CH:34]=[CH:33][CH:32]=[CH:31][C:4]=1[CH2:5][C:6]1[C:7]2[CH:8]=[CH:9][C:10]([O:29][CH3:30])=[C:11]([O:27][CH3:28])[C:12]=2[C:13](=[O:35])[N:14]2[CH2:23][CH2:22][C:21]3[C:16](=[CH:17][C:18]4[O:26][CH2:25][O:24][C:19]=4[CH:20]=3)[C:15]=12. Given the reactants [Br-].[F:2][C:3]1[CH:34]=[CH:33][CH:32]=[CH:31][C:4]=1[CH2:5][C:6]1[C:15]2[C:16]3[C:21]([CH2:22][CH2:23][N+:14]=2[CH:13]=[C:12]2[C:7]=1[CH:8]=[CH:9][C:10]([O:29][CH3:30])=[C:11]2[O:27][CH3:28])=[CH:20][C:19]1[O:24][CH2:25][O:26][C:18]=1[CH:17]=3.[O:35]1CCCC1, predict the reaction product. (3) Given the reactants [Br:1][C:2]1[CH:7]=[CH:6][C:5]([CH:8]([C:20]2[CH:25]=[CH:24][CH:23]=[CH:22][C:21]=2[CH3:26])[CH2:9][C:10]([C:12]2[CH:17]=[C:16]([F:18])[CH:15]=[C:14]([F:19])[CH:13]=2)=O)=[CH:4][CH:3]=1.Cl.[NH2:28][OH:29].C([O-])(O)=O.[Na+], predict the reaction product. The product is: [Br:1][C:2]1[CH:7]=[CH:6][C:5]([CH:8]([C:20]2[CH:25]=[CH:24][CH:23]=[CH:22][C:21]=2[CH3:26])[CH2:9]/[C:10](/[C:12]2[CH:17]=[C:16]([F:18])[CH:15]=[C:14]([F:19])[CH:13]=2)=[N:28]\[OH:29])=[CH:4][CH:3]=1. (4) Given the reactants O=[C:2]([CH3:13])[CH2:3][C:4]([O:6][CH2:7][CH2:8][Si:9]([CH3:12])([CH3:11])[CH3:10])=[O:5].[F:14][C:15]([F:24])([F:23])[C:16]1[CH:17]=[C:18]([CH:20]=[CH:21][CH:22]=1)[NH2:19].C(O)(=O)C, predict the reaction product. The product is: [F:14][C:15]([F:23])([F:24])[C:16]1[CH:17]=[C:18]([NH:19][C:2]([CH3:13])=[CH:3][C:4]([O:6][CH2:7][CH2:8][Si:9]([CH3:12])([CH3:11])[CH3:10])=[O:5])[CH:20]=[CH:21][CH:22]=1.